This data is from Full USPTO retrosynthesis dataset with 1.9M reactions from patents (1976-2016). The task is: Predict the reactants needed to synthesize the given product. (1) Given the product [Br:7][C:5]1[N:6]=[C:2]([C:19]2[C:20]3[C:15](=[CH:14][CH:13]=[CH:12][CH:11]=3)[CH:16]=[CH:17][CH:18]=2)[N:3]([CH2:9][CH3:10])[C:4]=1[Br:8], predict the reactants needed to synthesize it. The reactants are: Br[C:2]1[N:3]([CH2:9][CH3:10])[C:4]([Br:8])=[C:5]([Br:7])[N:6]=1.[C:11]1(OB(C2C=CC=CC=2)O)[C:20]2[C:15](=[CH:16][CH:17]=[CH:18][CH:19]=2)[CH:14]=[CH:13][CH:12]=1.C(=O)([O-])[O-].[K+].[K+]. (2) Given the product [NH2:1][C:2]1[CH:3]=[C:4]([CH:7]=[C:8]([Cl:10])[CH:9]=1)[CH2:5][NH2:6], predict the reactants needed to synthesize it. The reactants are: [NH2:1][C:2]1[CH:3]=[C:4]([CH:7]=[C:8]([Cl:10])[CH:9]=1)[C:5]#[N:6].CO. (3) The reactants are: [NH2:1][C:2]1[C:7]([CH3:8])=[CH:6][C:5]([N+:9]([O-:11])=[O:10])=[CH:4][N:3]=1.[C:12](=[O:15])([O-])[O-:13].[Cs+].[Cs+].O. Given the product [CH3:8][C:7]1[C:2]([NH:1][C:12](=[O:15])[O:13][C:7]([CH3:8])([CH3:2])[CH3:6])=[N:3][CH:4]=[C:5]([N+:9]([O-:11])=[O:10])[CH:6]=1, predict the reactants needed to synthesize it.